The task is: Predict which catalyst facilitates the given reaction.. This data is from Catalyst prediction with 721,799 reactions and 888 catalyst types from USPTO. (1) Reactant: [OH:1][CH2:2][CH2:3][CH2:4][CH2:5][CH2:6][CH2:7][O:8][CH2:9][CH2:10][CH2:11][CH2:12][C:13]1[CH:14]=[C:15]([N:19]2[C:23](=[O:24])[CH2:22][NH:21][C:20]2=[O:25])[CH:16]=[CH:17][CH:18]=1.[CH3:26][S:27](Cl)(=[O:29])=[O:28]. Product: [CH3:26][S:27]([O:1][CH2:2][CH2:3][CH2:4][CH2:5][CH2:6][CH2:7][O:8][CH2:9][CH2:10][CH2:11][CH2:12][C:13]1[CH:18]=[CH:17][CH:16]=[C:15]([N:19]2[C:23](=[O:24])[CH2:22][NH:21][C:20]2=[O:25])[CH:14]=1)(=[O:29])=[O:28]. The catalyst class is: 347. (2) Reactant: C([N:8]1[CH2:13][CH2:12][CH2:11][C:10]([C:15]2[CH:20]=[CH:19][CH:18]=[CH:17][CH:16]=2)([OH:14])[CH2:9]1)(OC(C)(C)C)=O.O.C1(C)C=CC(S(O)(=O)=O)=CC=1.[OH-].[K+]. Product: [C:15]1([C:10]2([OH:14])[CH2:11][CH2:12][CH2:13][NH:8][CH2:9]2)[CH:16]=[CH:17][CH:18]=[CH:19][CH:20]=1. The catalyst class is: 4.